The task is: Predict the reaction yield, written as a fraction of the theoretical maximum amount of product (1.0 means a 100% yield; for example, 0.34 means a 34% yield).. This data is from Reaction yield outcomes from USPTO patents with 853,638 reactions. (1) The reactants are [NH2:1][C:2]1[NH:3][C:4]([CH2:7][OH:8])=[N:5][N:6]=1.[C:9](O[C:9]([O:11][C:12]([CH3:15])([CH3:14])[CH3:13])=[O:10])([O:11][C:12]([CH3:15])([CH3:14])[CH3:13])=[O:10]. The catalyst is CC(O)(C)C. The product is [OH:8][CH2:7][C:4]1[NH:3][C:2]([NH:1][C:9](=[O:10])[O:11][C:12]([CH3:15])([CH3:14])[CH3:13])=[N:6][N:5]=1. The yield is 0.220. (2) The reactants are [N+:1]([C:4]1[CH:9]=[C:8]([C:10]([F:13])([F:12])[F:11])[CH:7]=[CH:6][C:5]=1[NH:14][CH:15]([CH2:18][CH3:19])[CH2:16][OH:17])([O-:3])=[O:2].N1C=CC=CC=1.[CH3:26][S:27](Cl)(=[O:29])=[O:28]. The catalyst is C(Cl)Cl. The product is [N+:1]([C:4]1[CH:9]=[C:8]([C:10]([F:11])([F:12])[F:13])[CH:7]=[CH:6][C:5]=1[NH:14][CH:15]([CH2:18][CH3:19])[CH2:16][O:17][S:27]([CH3:26])(=[O:29])=[O:28])([O-:3])=[O:2]. The yield is 0.980. (3) The catalyst is CN(C=O)C.[Cl-].[Na+].O. The reactants are [N+:1]([C:4]1[C:5]([C:16]#[C:17][Si](C)(C)C)=[C:6]([C:10]#[C:11][Si](C)(C)C)[CH:7]=[CH:8][CH:9]=1)([O-:3])=[O:2].[F-:22].[Cs+].[F:24][C:25]1[N:30]=[C:29]([F:31])[C:28]([F:32])=[C:27](F)[C:26]=1[F:34].ClCCl. The product is [N+:1]([C:4]1[C:5]([C:16]#[C:17][C:27]2[C:28]([F:32])=[C:29]([F:31])[N:30]=[C:25]([F:24])[C:26]=2[F:34])=[C:6]([C:10]#[C:11][C:27]2[C:26]([F:22])=[C:25]([F:24])[N:30]=[C:29]([F:31])[C:28]=2[F:32])[CH:7]=[CH:8][CH:9]=1)([O-:3])=[O:2]. The yield is 0.420. (4) The reactants are C([Sn](CCCC)(CCCC)[C:6]1[CH:7]=[N:8][CH:9]=[CH:10][CH:11]=1)CCC.Br[C:21]1[C:22]([CH:27]=[O:28])=[N:23][CH:24]=[CH:25][CH:26]=1. The catalyst is C1(C)C=CC=CC=1.CCOC(C)=O.C1C=CC([P]([Pd]([P](C2C=CC=CC=2)(C2C=CC=CC=2)C2C=CC=CC=2)([P](C2C=CC=CC=2)(C2C=CC=CC=2)C2C=CC=CC=2)[P](C2C=CC=CC=2)(C2C=CC=CC=2)C2C=CC=CC=2)(C2C=CC=CC=2)C2C=CC=CC=2)=CC=1. The product is [N:23]1[CH:24]=[CH:25][CH:26]=[C:21]([C:6]2[CH:7]=[N:8][CH:9]=[CH:10][CH:11]=2)[C:22]=1[CH:27]=[O:28]. The yield is 0.290. (5) The reactants are C1(CN2CCC(C[CH2:15][C:16]3[C:20]4[CH:21]=[C:22]5[NH:27][C:26](=[O:28])[CH2:25][C:23]5=[CH:24][C:19]=4[O:18][N:17]=3)CC2)C=CC=CC=1.N1C=CC=CC=1. The catalyst is CN(C=O)C. The product is [CH3:15][C:16]1[C:20]2[CH:21]=[C:22]3[NH:27][C:26](=[O:28])[CH2:25][C:23]3=[CH:24][C:19]=2[O:18][N:17]=1. The yield is 0.120. (6) The reactants are [N:1]1[CH:6]=[CH:5][CH:4]=[CH:3][C:2]=1[C:7]([NH2:9])=O.C(O[CH:15]([N:19]([CH3:21])C)[N:16](C)C)(C)(C)C.[O-]CC.[Na+].C(O)C.NC(N)=[S:31]. The catalyst is CN(C)C=O. The product is [N:1]1[CH:6]=[CH:5][CH:4]=[CH:3][C:2]=1[C:7]1[N:9]=[CH:21][N:19]=[C:15]([SH:31])[N:16]=1. The yield is 0.400. (7) The reactants are [C:1]([O:5][C:6]([N:8]1[CH2:13][CH2:12][CH2:11][CH2:10][CH:9]1[CH2:14][CH2:15][CH2:16][OH:17])=[O:7])([CH3:4])([CH3:3])[CH3:2].C[N+]1([O-])CCOCC1. The catalyst is C(Cl)Cl.[Ru]([O-])(=O)(=O)=O.C([N+](CCC)(CCC)CCC)CC. The product is [C:1]([O:5][C:6]([N:8]1[CH2:13][CH2:12][CH2:11][CH2:10][CH:9]1[CH2:14][CH2:15][CH:16]=[O:17])=[O:7])([CH3:4])([CH3:3])[CH3:2]. The yield is 0.860.